Dataset: Catalyst prediction with 721,799 reactions and 888 catalyst types from USPTO. Task: Predict which catalyst facilitates the given reaction. (1) Product: [CH2:15]([N:3]1[CH2:4][CH2:5][O:1][C:2]1=[O:6])[CH2:14][C:13]#[CH:18]. Reactant: [O:1]1[CH2:5][CH2:4][NH:3][C:2]1=[O:6].C(=O)([O-])[O-].[K+].[K+].[C:13]1(C)[CH:18]=CC=[CH:15][CH:14]=1.S(C1C=CC(C)=CC=1)([O-])(=O)=O. The catalyst class is: 568. (2) Reactant: [NH2:1][S:2]([N:5]1[CH2:11][CH2:10][CH2:9][N:8]([C:12]([O:14][C:15]([CH3:18])([CH3:17])[CH3:16])=[O:13])[CH2:7][CH2:6]1)(=[O:4])=[O:3].C1(P(C2CCCCC2)C2C=CC=CC=2C2C(C(C)C)=CC(C(C)C)=CC=2C(C)C)CCCCC1.C(=O)([O-])[O-].[Cs+].[Cs+].Cl[C:60]1[CH:65]=[C:64]([O:66][CH3:67])[N:63]=[C:62]([S:68][CH2:69][C:70]2[CH:75]=[CH:74][CH:73]=[C:72]([F:76])[C:71]=2[F:77])[N:61]=1.[Cl-].[NH4+]. Product: [F:77][C:71]1[C:72]([F:76])=[CH:73][CH:74]=[CH:75][C:70]=1[CH2:69][S:68][C:62]1[N:61]=[C:60]([NH:1][S:2]([N:5]2[CH2:11][CH2:10][CH2:9][N:8]([C:12]([O:14][C:15]([CH3:18])([CH3:17])[CH3:16])=[O:13])[CH2:7][CH2:6]2)(=[O:3])=[O:4])[CH:65]=[C:64]([O:66][CH3:67])[N:63]=1. The catalyst class is: 62.